From a dataset of Full USPTO retrosynthesis dataset with 1.9M reactions from patents (1976-2016). Predict the reactants needed to synthesize the given product. (1) Given the product [CH2:1]([N:3]1[C:12]2[C:7](=[CH:8][C:9]([OH:16])=[C:10]([OH:14])[C:11]=2[F:13])[C:6](=[O:18])[C:5]([C:19]([OH:21])=[O:20])=[CH:4]1)[CH3:2], predict the reactants needed to synthesize it. The reactants are: [CH2:1]([N:3]1[C:12]2[C:7](=[CH:8][C:9]([O:16]C)=[C:10]([O:14]C)[C:11]=2[F:13])[C:6](=[O:18])[C:5]([C:19]([O:21]CC)=[O:20])=[CH:4]1)[CH3:2].B(Br)(Br)Br. (2) Given the product [C:12]([O:16][C:17](=[O:28])/[CH:18]=[CH:19]/[C:20]1[CH:25]=[CH:24][C:23](/[CH:26]=[CH:10]/[C:9]([C:6]2[CH:7]=[CH:8][C:3]([CH2:2][OH:1])=[CH:4][CH:5]=2)=[O:11])=[CH:22][N:21]=1)([CH3:15])([CH3:14])[CH3:13], predict the reactants needed to synthesize it. The reactants are: [OH:1][CH2:2][C:3]1[CH:8]=[CH:7][C:6]([C:9](=[O:11])[CH3:10])=[CH:5][CH:4]=1.[C:12]([O:16][C:17](=[O:28])/[CH:18]=[CH:19]/[C:20]1[CH:25]=[CH:24][C:23]([CH:26]=O)=[CH:22][N:21]=1)([CH3:15])([CH3:14])[CH3:13].[OH-].[K+]. (3) The reactants are: C[O:2][C:3]([C:5]1[CH:10]=[CH:9][C:8]([C:11]2[CH:16]=[CH:15][C:14]([Br:17])=[CH:13][CH:12]=2)=[CH:7][CH:6]=1)=O.[Al].[Li].[H-]. Given the product [Br:17][C:14]1[CH:13]=[CH:12][C:11]([C:8]2[CH:9]=[CH:10][C:5]([CH2:3][OH:2])=[CH:6][CH:7]=2)=[CH:16][CH:15]=1, predict the reactants needed to synthesize it. (4) Given the product [Br:1][C:2]1[C:3](/[CH:16]=[C:33](\[CH2:32][CH2:21][CH3:20])/[C:34]([O:36][CH2:37][CH3:38])=[O:35])=[C:4]([O:14][CH3:15])[C:5]2[C:10]([C:11]=1[O:12][CH3:13])=[CH:9][CH:8]=[CH:7][CH:6]=2, predict the reactants needed to synthesize it. The reactants are: [Br:1][C:2]1[C:3]([CH:16]=O)=[C:4]([O:14][CH3:15])[C:5]2[C:10]([C:11]=1[O:12][CH3:13])=[CH:9][CH:8]=[CH:7][CH:6]=2.CO[C:20]1C2C(=CC=CC=2)C(OC)=C[C:21]=1/[CH:32]=[C:33](\C)/[C:34]([O:36][CH2:37][CH3:38])=[O:35].